From a dataset of Full USPTO retrosynthesis dataset with 1.9M reactions from patents (1976-2016). Predict the reactants needed to synthesize the given product. (1) Given the product [CH3:30][S:27]([C:22]1[CH:23]=[CH:24][CH:25]=[CH:26][C:21]=1[S:18]([NH:17][C:14]1[CH:15]=[C:16]2[C:11](=[CH:12][CH:13]=1)[N:10]([C:31]([O:33][C:34]([CH3:37])([CH3:36])[CH3:35])=[O:32])[N:9]=[C:8]2/[CH:3]=[CH:2]/[C:1]([O:5][CH3:6])=[O:4])(=[O:19])=[O:20])(=[O:29])=[O:28], predict the reactants needed to synthesize it. The reactants are: [C:1]([O:5][CH3:6])(=[O:4])[CH:2]=[CH2:3].I[C:8]1[C:16]2[C:11](=[CH:12][CH:13]=[C:14]([NH:17][S:18]([C:21]3[CH:26]=[CH:25][CH:24]=[CH:23][C:22]=3[S:27]([CH3:30])(=[O:29])=[O:28])(=[O:20])=[O:19])[CH:15]=2)[N:10]([C:31]([O:33][C:34]([CH3:37])([CH3:36])[CH3:35])=[O:32])[N:9]=1.C(N(C(C)C)CC)(C)C.[Cl-].[Li+]. (2) Given the product [CH:2]1([NH:1][CH:16]2[CH2:15][CH2:14][C:13]([C:20]3[CH:21]=[CH:22][CH:23]=[CH:24][CH:25]=3)([N:12]([CH3:26])[CH3:11])[CH2:18][CH2:17]2)[C:10]2[C:5](=[CH:6][CH:7]=[CH:8][CH:9]=2)[CH2:4][CH2:3]1, predict the reactants needed to synthesize it. The reactants are: [NH2:1][CH:2]1[C:10]2[C:5](=[CH:6][CH:7]=[CH:8][CH:9]=2)[CH2:4][CH2:3]1.[CH3:11][N:12]([CH3:26])[C:13]1([C:20]2[CH:25]=[CH:24][CH:23]=[CH:22][CH:21]=2)[CH2:18][CH2:17][C:16](=O)[CH2:15][CH2:14]1.C1COCC1.C(O)(=O)C. (3) Given the product [N:18]1[CH:19]=[CH:20][CH:21]=[CH:22][C:17]=1[C:14]1[CH:13]=[C:12]([CH:9]2[CH2:10][CH2:11][NH:8]2)[O:16][N:15]=1, predict the reactants needed to synthesize it. The reactants are: C(OC([N:8]1[CH2:11][CH2:10][CH:9]1[C:12]1[O:16][N:15]=[C:14]([C:17]2[CH:22]=[CH:21][CH:20]=[CH:19][N:18]=2)[CH:13]=1)=O)(C)(C)C.Cl.O1CCOCC1. (4) Given the product [CH2:1]([O:3][C:4]([C:6]1[CH:7]=[C:8]2[C:13](=[CH:14][CH:15]=1)[NH:12][CH:11]([C:16]1[CH:21]=[CH:20][CH:19]=[C:18]([NH:22][C:37]([N:31]3[CH2:36][CH2:35][O:34][CH2:33][CH2:32]3)=[O:38])[CH:17]=1)[C:10]([CH3:23])([CH3:24])[CH2:9]2)=[O:5])[CH3:2], predict the reactants needed to synthesize it. The reactants are: [CH2:1]([O:3][C:4]([C:6]1[CH:7]=[C:8]2[C:13](=[CH:14][CH:15]=1)[NH:12][CH:11]([C:16]1[CH:21]=[CH:20][CH:19]=[C:18]([NH2:22])[CH:17]=1)[C:10]([CH3:24])([CH3:23])[CH2:9]2)=[O:5])[CH3:2].N1C=CC=CC=1.[N:31]1([C:37](Cl)=[O:38])[CH2:36][CH2:35][O:34][CH2:33][CH2:32]1. (5) Given the product [CH2:1]([N:8]([CH3:27])[S:9]([C:12]1[CH:13]=[C:14]2[C:18](=[CH:19][CH:20]=1)[N:17]([CH2:31][CH2:30][C:29]#[N:36])[C:16](=[O:21])[C:15]12[O:26][CH2:25][CH2:24][CH2:23][O:22]1)(=[O:10])=[O:11])[C:2]1[CH:3]=[CH:4][CH:5]=[CH:6][CH:7]=1, predict the reactants needed to synthesize it. The reactants are: [CH2:1]([N:8]([CH3:27])[S:9]([C:12]1[CH:13]=[C:14]2[C:18](=[CH:19][CH:20]=1)[NH:17][C:16](=[O:21])[C:15]12[O:26][CH2:25][CH2:24][CH2:23][O:22]1)(=[O:11])=[O:10])[C:2]1[CH:7]=[CH:6][CH:5]=[CH:4][CH:3]=1.[OH-].[CH2:29]([N+:36](C)(C)C)[C:30]1C=CC=C[CH:31]=1.C(#N)C=C.